From a dataset of Full USPTO retrosynthesis dataset with 1.9M reactions from patents (1976-2016). Predict the reactants needed to synthesize the given product. (1) Given the product [Cl:72][C:60]1[CH:59]=[CH:58][C:57]([C:56]2[C:51]([C@@H:41]([NH:40][C:20](=[O:38])[CH2:21][N:22]3[C:30]4[C:29]([F:31])([F:32])[C@@H:28]5[CH2:27][C@@H:26]5[C:25]=4[C:24]([CH:35]([F:36])[F:37])=[N:23]3)[CH2:42][C:43]3[CH:44]=[C:45]([F:50])[CH:46]=[C:47]([F:49])[CH:48]=3)=[N:52][CH:53]=[C:54]([C:73]#[N:74])[CH:55]=2)=[C:65]2[C:61]=1[C:62]([NH:67][S:68]([CH3:71])(=[O:69])=[O:70])=[N:63][N:64]2[CH3:66], predict the reactants needed to synthesize it. The reactants are: BrC1C([C@@H](N[C:20](=[O:38])[CH2:21][N:22]2[C:30]3[C:29]([F:32])([F:31])[CH2:28][CH2:27][C:26](F)(F)[C:25]=3[C:24]([CH:35]([F:37])[F:36])=[N:23]2)CC2C=C(F)C=C(F)C=2)=NC=C(Br)C=1.Cl.[NH2:40][C@H:41]([C:51]1[C:56]([C:57]2[CH:58]=[CH:59][C:60]([Cl:72])=[C:61]3[C:65]=2[N:64]([CH3:66])[N:63]=[C:62]3[NH:67][S:68]([CH3:71])(=[O:70])=[O:69])=[CH:55][C:54]([C:73]#[N:74])=[CH:53][N:52]=1)[CH2:42][C:43]1[CH:48]=[C:47]([F:49])[CH:46]=[C:45]([F:50])[CH:44]=1.FC(F)C1C2[C@H]3C[C@H]3C(F)(F)C=2N(CC(O)=O)N=1. (2) Given the product [Br:1][C:2]1[CH:3]=[C:4]2[C:8](=[CH:9][CH:10]=1)[N:7]([C:20]([O:22][C:23]([CH3:26])([CH3:25])[CH3:24])=[O:21])[N:6]=[CH:5]2, predict the reactants needed to synthesize it. The reactants are: [Br:1][C:2]1[CH:3]=[C:4]2[C:8](=[CH:9][CH:10]=1)[NH:7][N:6]=[CH:5]2.CN(C1C=CC=CN=1)C.[C:20](O[C:20]([O:22][C:23]([CH3:26])([CH3:25])[CH3:24])=[O:21])([O:22][C:23]([CH3:26])([CH3:25])[CH3:24])=[O:21]. (3) Given the product [Cl:8][C:6]1[CH:5]=[CH:4][C:3]([C:9](=[O:28])[CH2:10][CH2:11][C:12]2[CH:13]=[CH:14][C:15]([S:18]([N:21]3[CH2:26][CH2:25][N:24]([CH3:27])[CH2:23][CH2:22]3)(=[O:20])=[O:19])=[CH:16][CH:17]=2)=[C:2]([NH:1][C:36]2[CH:41]=[CH:40][CH:39]=[CH:38][CH:37]=2)[CH:7]=1, predict the reactants needed to synthesize it. The reactants are: [NH2:1][C:2]1[CH:7]=[C:6]([Cl:8])[CH:5]=[CH:4][C:3]=1[C:9](=[O:28])[CH2:10][CH2:11][C:12]1[CH:17]=[CH:16][C:15]([S:18]([N:21]2[CH2:26][CH2:25][N:24]([CH3:27])[CH2:23][CH2:22]2)(=[O:20])=[O:19])=[CH:14][CH:13]=1.C([O-])([O-])=O.[K+].[K+].I[C:36]1[CH:41]=[CH:40][CH:39]=[CH:38][CH:37]=1. (4) Given the product [NH2:8][C:9]1[CH:14]=[CH:13][C:12]([CH2:15][CH2:16][C:17]2[N:18]=[C:19]([NH:33][C:34](=[O:38])[O:35][CH2:36][CH3:37])[S:20][C:21]=2[CH2:22][C:23]2[CH:28]=[CH:27][C:26]([S:29]([CH3:32])(=[O:31])=[O:30])=[CH:25][CH:24]=2)=[CH:11][CH:10]=1, predict the reactants needed to synthesize it. The reactants are: C(OC([NH:8][C:9]1[CH:14]=[CH:13][C:12]([CH2:15][CH2:16][C:17]2[N:18]=[C:19]([NH:33][C:34](=[O:38])[O:35][CH2:36][CH3:37])[S:20][C:21]=2[CH2:22][C:23]2[CH:28]=[CH:27][C:26]([S:29]([CH3:32])(=[O:31])=[O:30])=[CH:25][CH:24]=2)=[CH:11][CH:10]=1)=O)(C)(C)C.Cl. (5) Given the product [CH3:41][O:42][C:66]([C:12]1[CH:13]=[C:14]([C:15]2[CH:20]=[CH:19][CH:18]=[CH:17][C:16]=2[CH3:21])[C:9]([C:8](=[O:23])[N:7]([CH2:6][C:5]2[CH:25]=[C:26]([C:28]([F:29])([F:31])[F:30])[CH:27]=[C:3]([C:2]([F:33])([F:32])[F:1])[CH:4]=2)[CH3:24])=[CH:10][N:11]=1)=[O:67], predict the reactants needed to synthesize it. The reactants are: [F:1][C:2]([F:33])([F:32])[C:3]1[CH:4]=[C:5]([CH:25]=[C:26]([C:28]([F:31])([F:30])[F:29])[CH:27]=1)[CH2:6][N:7]([CH3:24])[C:8](=[O:23])[C:9]1[C:14]([C:15]2[CH:20]=[CH:19][CH:18]=[CH:17][C:16]=2[CH3:21])=[CH:13][C:12](I)=[N:11][CH:10]=1.C(N(CC)CC)C.[CH3:41][OH:42].[C]=O.C1(P(C2C=CC=CC=2)C2C=CC=CC=2)C=CC=CC=1.CN(C)[CH:66]=[O:67]. (6) Given the product [Si:20]([O:19][CH2:18][CH2:17][N:15]1[CH:16]=[C:12]([C:9]2[CH:10]=[C:11]3[C:6](=[CH:7][CH:8]=2)[N:5]([C:27](=[O:29])[CH3:28])[C@@H:4]([CH:30]2[CH2:32][CH2:31]2)[C@H:3]([CH3:33])[C@H:2]3[NH:1][C:35]2[CH:40]=[CH:39][CH:38]=[CH:37][N:36]=2)[CH:13]=[N:14]1)([C:23]([CH3:24])([CH3:25])[CH3:26])([CH3:22])[CH3:21], predict the reactants needed to synthesize it. The reactants are: [NH2:1][C@H:2]1[C:11]2[C:6](=[CH:7][CH:8]=[C:9]([C:12]3[CH:13]=[N:14][N:15]([CH2:17][CH2:18][O:19][Si:20]([C:23]([CH3:26])([CH3:25])[CH3:24])([CH3:22])[CH3:21])[CH:16]=3)[CH:10]=2)[N:5]([C:27](=[O:29])[CH3:28])[C@@H:4]([CH:30]2[CH2:32][CH2:31]2)[C@@H:3]1[CH3:33].Br[C:35]1[CH:40]=[CH:39][CH:38]=[CH:37][N:36]=1.CC(C)([O-])C.[Na+]. (7) Given the product [C:6]([C:8]1[CH:9]=[C:10]([CH:28]=[CH:29][CH:30]=1)[CH:11]=[C:12]1[S:16][C:15](=[O:17])[N:14]([CH2:18][C:19]2[CH:24]=[CH:23][C:22]([Cl:25])=[C:21]([Cl:26])[CH:20]=2)[C:13]1=[O:27])([OH:7])=[O:5], predict the reactants needed to synthesize it. The reactants are: C([O:5][C:6]([C:8]1[CH:9]=[C:10]([CH:28]=[CH:29][CH:30]=1)[CH:11]=[C:12]1[S:16][C:15](=[O:17])[N:14]([CH2:18][C:19]2[CH:24]=[CH:23][C:22]([Cl:25])=[C:21]([Cl:26])[CH:20]=2)[C:13]1=[O:27])=[O:7])(C)(C)C.C(O)=O.